This data is from Reaction yield outcomes from USPTO patents with 853,638 reactions. The task is: Predict the reaction yield, written as a fraction of the theoretical maximum amount of product (1.0 means a 100% yield; for example, 0.34 means a 34% yield). (1) The reactants are [CH2:1]([N:3]1[C:7]([CH2:8][S:9][C:10]2[N:15]=[C:14]([OH:16])[CH:13]=[C:12]([CH3:17])[N:11]=2)=[CH:6][CH:5]=[N:4]1)[CH3:2].[ClH:18].O1CCOCC1. The catalyst is CO. The product is [ClH:18].[CH2:1]([N:3]1[C:7]([CH2:8][S:9][C:10]2[N:15]=[C:14]([OH:16])[CH:13]=[C:12]([CH3:17])[N:11]=2)=[CH:6][CH:5]=[N:4]1)[CH3:2]. The yield is 1.00. (2) The reactants are [Cl:1][C:2]1[CH:18]=[C:17]([Cl:19])[CH:16]=[C:15]([Cl:20])[C:3]=1[C:4]([NH:6][C:7]1[C:12]([F:13])=[CH:11][N:10]=[C:9](Cl)[CH:8]=1)=[O:5].[CH:21]1([C:24]([NH2:26])=[O:25])[CH2:23][CH2:22]1.CC1(C)C2C(=C(P(C3C=CC=CC=3)C3C=CC=CC=3)C=CC=2)OC2C(P(C3C=CC=CC=3)C3C=CC=CC=3)=CC=CC1=2.C([O-])([O-])=O.[Cs+].[Cs+]. The catalyst is C1C=CC(/C=C/C(/C=C/C2C=CC=CC=2)=O)=CC=1.C1C=CC(/C=C/C(/C=C/C2C=CC=CC=2)=O)=CC=1.C1C=CC(/C=C/C(/C=C/C2C=CC=CC=2)=O)=CC=1.[Pd].[Pd].O1CCOCC1. The product is [Cl:1][C:2]1[CH:18]=[C:17]([Cl:19])[CH:16]=[C:15]([Cl:20])[C:3]=1[C:4]([NH:6][C:7]1[C:12]([F:13])=[CH:11][N:10]=[C:9]([NH:26][C:24]([CH:21]2[CH2:23][CH2:22]2)=[O:25])[CH:8]=1)=[O:5]. The yield is 0.0920. (3) The reactants are [CH2:1]([C:5]1[NH:10][C:9](=[O:11])[CH:8]=[C:7]([CH3:12])[N:6]=1)[CH2:2][CH2:3][CH3:4].Br[CH2:14][C:15]1[CH:20]=[CH:19][C:18]([C:21]2[C:22]([C:27]#[N:28])=[CH:23][CH:24]=[CH:25][CH:26]=2)=[CH:17][CH:16]=1.C(=O)([O-])[O-].[Cs+].[Cs+]. The catalyst is C(#N)C. The product is [CH2:1]([C:5]1[N:10]([CH2:14][C:15]2[CH:16]=[CH:17][C:18]([C:21]3[C:22]([C:27]#[N:28])=[CH:23][CH:24]=[CH:25][CH:26]=3)=[CH:19][CH:20]=2)[C:9](=[O:11])[CH:8]=[C:7]([CH3:12])[N:6]=1)[CH2:2][CH2:3][CH3:4]. The yield is 0.290. (4) The reactants are [NH2:1][C:2]1[N:7]=[CH:6][N:5]=[C:4]2[N:8]([C@H:31]3[CH2:36][CH2:35][C@H:34]([N:37]4[CH2:42][CH2:41][N:40]([CH3:43])[CH2:39][CH2:38]4)[CH2:33][CH2:32]3)[N:9]=[C:10]([C:11]3[CH:16]=[CH:15][C:14]([NH:17][C:18]([C:20]4[O:24][C:23]5[CH:25]=[CH:26][CH:27]=[CH:28][C:22]=5[CH:21]=4)=[O:19])=[C:13]([O:29][CH3:30])[CH:12]=3)[C:3]=12.[C:44]([OH:51])(=[O:50])/[CH:45]=[CH:46]\[C:47]([OH:49])=[O:48]. The catalyst is C(OCC)(=O)C. The product is [C:44]([OH:51])(=[O:50])/[CH:45]=[CH:46]\[C:47]([OH:49])=[O:48].[C:44]([OH:51])(=[O:50])/[CH:45]=[CH:46]\[C:47]([OH:49])=[O:48].[C:44]([OH:51])(=[O:50])/[CH:45]=[CH:46]\[C:47]([OH:49])=[O:48].[NH2:1][C:2]1[N:7]=[CH:6][N:5]=[C:4]2[N:8]([C@H:31]3[CH2:36][CH2:35][C@H:34]([N:37]4[CH2:38][CH2:39][N:40]([CH3:43])[CH2:41][CH2:42]4)[CH2:33][CH2:32]3)[N:9]=[C:10]([C:11]3[CH:16]=[CH:15][C:14]([NH:17][C:18]([C:20]4[O:24][C:23]5[CH:25]=[CH:26][CH:27]=[CH:28][C:22]=5[CH:21]=4)=[O:19])=[C:13]([O:29][CH3:30])[CH:12]=3)[C:3]=12. The yield is 0.920.